From a dataset of Full USPTO retrosynthesis dataset with 1.9M reactions from patents (1976-2016). Predict the reactants needed to synthesize the given product. (1) Given the product [NH2:25][C:26]1[CH:31]=[C:30]([C:32]2[CH:37]=[C:36]([Cl:38])[CH:35]=[CH:34][C:33]=2[O:39][C:3]2[C:2]([Cl:1])=[CH:7][C:6]([S:8]([N:11]([CH2:19][O:20][CH2:21][CH3:22])[C:12]3[N:17]=[CH:16][C:15]([F:18])=[CH:14][N:13]=3)(=[O:10])=[O:9])=[C:5]([F:23])[CH:4]=2)[CH:29]=[CH:28][N:27]=1, predict the reactants needed to synthesize it. The reactants are: [Cl:1][C:2]1[C:3](F)=[CH:4][C:5]([F:23])=[C:6]([S:8]([N:11]([CH2:19][O:20][CH2:21][CH3:22])[C:12]2[N:17]=[CH:16][C:15]([F:18])=[CH:14][N:13]=2)(=[O:10])=[O:9])[CH:7]=1.[NH2:25][C:26]1[CH:31]=[C:30]([C:32]2[CH:37]=[C:36]([Cl:38])[CH:35]=[CH:34][C:33]=2[OH:39])[CH:29]=[CH:28][N:27]=1.C(=O)([O-])[O-].[K+].[K+]. (2) The reactants are: [Br:1][C:2]1[CH:3]=[CH:4][C:5]([C:8]([OH:10])=O)=[N:6][CH:7]=1.Cl.[Cl:12][C:13]1[CH:18]=[CH:17][C:16]([C:19]([CH:21]2[CH2:26][CH2:25][NH:24][CH2:23][CH2:22]2)=[O:20])=[CH:15][CH:14]=1. Given the product [Br:1][C:2]1[CH:3]=[CH:4][C:5]([C:8]([N:24]2[CH2:25][CH2:26][CH:21]([C:19](=[O:20])[C:16]3[CH:15]=[CH:14][C:13]([Cl:12])=[CH:18][CH:17]=3)[CH2:22][CH2:23]2)=[O:10])=[N:6][CH:7]=1, predict the reactants needed to synthesize it. (3) The reactants are: [S:1]([O:5][C:6]1([CH2:9][CH:10]([O:13]C)[O:11]C)[CH2:8][CH2:7]1)(=[O:4])(=[O:3])[CH3:2].OOS([O-])=O.[K+]. Given the product [CH3:2][S:1]([O:5][C:6]1([CH2:9][C:10]([OH:13])=[O:11])[CH2:7][CH2:8]1)(=[O:4])=[O:3], predict the reactants needed to synthesize it.